From a dataset of Full USPTO retrosynthesis dataset with 1.9M reactions from patents (1976-2016). Predict the reactants needed to synthesize the given product. (1) Given the product [CH2:1]1[C:9]2[C:4](=[CH:5][CH:6]=[CH:7][CH:8]=2)[CH2:3][CH:2]1[NH:10][C:11]1[CH:12]=[C:13]2[C:18](=[CH:19][CH:20]=1)[N:17]=[C:16]([CH3:21])[C:15]([C:22]([OH:24])=[O:23])=[C:14]2[C:29]1[CH:34]=[CH:33][CH:32]=[CH:31][CH:30]=1, predict the reactants needed to synthesize it. The reactants are: [CH2:1]1[C:9]2[C:4](=[CH:5][CH:6]=[CH:7][CH:8]=2)[CH2:3][CH:2]1[NH:10][C:11]1[CH:12]=[C:13]2[C:18](=[CH:19][CH:20]=1)[N:17]=[C:16]([CH3:21])[C:15]([C:22]([O:24]C(C)(C)C)=[O:23])=[C:14]2[C:29]1[CH:34]=[CH:33][CH:32]=[CH:31][CH:30]=1. (2) Given the product [CH2:1]([O:8][C:9]1[C:18](=[O:19])[N:17]2[C:12]([C:13]([CH3:20])([CH3:21])[O:14][CH2:15][CH2:16]2)=[N:11][C:10]=1[C:22]([NH:26][CH2:27][C:28](=[O:37])[CH2:29][C:30]1[CH:35]=[CH:34][C:33]([F:36])=[CH:32][CH:31]=1)=[O:24])[C:2]1[CH:7]=[CH:6][CH:5]=[CH:4][CH:3]=1, predict the reactants needed to synthesize it. The reactants are: [CH2:1]([O:8][C:9]1[C:18](=[O:19])[N:17]2[C:12]([C:13]([CH3:21])([CH3:20])[O:14][CH2:15][CH2:16]2)=[N:11][C:10]=1[C:22]([OH:24])=O)[C:2]1[CH:7]=[CH:6][CH:5]=[CH:4][CH:3]=1.Cl.[NH2:26][CH2:27][C:28](=[O:37])[CH2:29][C:30]1[CH:35]=[CH:34][C:33]([F:36])=[CH:32][CH:31]=1.CN(C(ON1N=NC2C=CC=NC1=2)=[N+](C)C)C.F[P-](F)(F)(F)(F)F.CCN(CC)CC.